Dataset: Forward reaction prediction with 1.9M reactions from USPTO patents (1976-2016). Task: Predict the product of the given reaction. The product is: [Cl:1][C:2]1[CH:3]=[C:4]([C:5](=[O:16])[CH2:10][CH2:11][CH3:12])[CH:7]=[CH:8][CH:9]=1. Given the reactants [Cl:1][C:2]1[CH:3]=[C:4]([CH:7]=[CH:8][CH:9]=1)[C:5]#N.[CH2:10]([Mg]Cl)[CH2:11][CH3:12].Cl.[OH2:16], predict the reaction product.